Task: Predict the product of the given reaction.. Dataset: Forward reaction prediction with 1.9M reactions from USPTO patents (1976-2016) (1) Given the reactants O[C:2]([C:5]1[CH:6]=[C:7]([CH:15]=[C:16]([C:18]([F:21])([F:20])[F:19])[CH:17]=1)[C:8]([O:10]C(C)(C)C)=[O:9])([CH3:4])[CH3:3].S(=O)(=O)(O)O.[CH3:27][CH2:28][O:29]C(C)=O.C(#[N:35])C, predict the reaction product. The product is: [C:28]([NH:35][C:2]([C:5]1[CH:6]=[C:7]([CH:15]=[C:16]([C:18]([F:19])([F:20])[F:21])[CH:17]=1)[C:8]([OH:10])=[O:9])([CH3:3])[CH3:4])(=[O:29])[CH3:27]. (2) Given the reactants Cl.[NH:2]1[CH2:7][CH2:6][CH2:5][CH2:4][CH:3]1[CH2:8][CH2:9][CH2:10][C:11]([OH:13])=[O:12].S(Cl)([Cl:16])=O.[CH3:18]O, predict the reaction product. The product is: [ClH:16].[NH:2]1[CH2:7][CH2:6][CH2:5][CH2:4][CH:3]1[CH2:8][CH2:9][CH2:10][C:11]([O:13][CH3:18])=[O:12]. (3) Given the reactants [O-:1][CH2:2][CH3:3].[Na+].O[C:6]1[CH:7]=[C:8]([CH:11]=[CH:12][C:13]=1[OH:14])[C:9]#[N:10].Br[CH2:16][CH2:17][CH2:18][CH2:19][CH2:20][Br:21], predict the reaction product. The product is: [Br:21][CH2:20][CH2:19][CH2:18][CH2:3][CH2:2][O:1][C:6]1[CH:7]=[C:8]([CH:11]=[CH:12][C:13]=1[O:14][CH2:16][CH2:17][CH2:18][CH2:19][CH2:20][Br:21])[C:9]#[N:10]. (4) Given the reactants Cl.[CH3:2][O:3][C:4]1[CH:5]=[C:6]([C:12]2[C:13]([CH3:25])([CH3:24])[C:14](=[O:23])[N:15]([CH:17]3[CH2:22][CH2:21][NH:20][CH2:19][CH2:18]3)[N:16]=2)[CH:7]=[CH:8][C:9]=1[O:10][CH3:11].[Cl:26][C:27]1[CH:32]=[CH:31][C:30]([Cl:33])=[CH:29][C:28]=1[S:34](Cl)(=[O:36])=[O:35], predict the reaction product. The product is: [Cl:26][C:27]1[CH:32]=[CH:31][C:30]([Cl:33])=[CH:29][C:28]=1[S:34]([N:20]1[CH2:21][CH2:22][CH:17]([N:15]2[C:14](=[O:23])[C:13]([CH3:25])([CH3:24])[C:12]([C:6]3[CH:7]=[CH:8][C:9]([O:10][CH3:11])=[C:4]([O:3][CH3:2])[CH:5]=3)=[N:16]2)[CH2:18][CH2:19]1)(=[O:36])=[O:35]. (5) Given the reactants [F:1][C:2]1[CH:7]=[CH:6][CH:5]=[CH:4][C:3]=1[CH2:8][C:9]([OH:11])=[O:10].[N+:12]([O-])([OH:14])=[O:13], predict the reaction product. The product is: [F:1][C:2]1[CH:7]=[CH:6][C:5]([N+:12]([O-:14])=[O:13])=[CH:4][C:3]=1[CH2:8][C:9]([OH:11])=[O:10].